From a dataset of Forward reaction prediction with 1.9M reactions from USPTO patents (1976-2016). Predict the product of the given reaction. (1) The product is: [CH3:1][O:2][C:3]1[CH:25]=[C:24]([O:26][CH3:27])[CH:23]=[CH:22][C:4]=1[CH2:5][N:6]1[C@@:7]([C:9]2[CH:14]=[CH:13][CH:12]=[CH:11][C:10]=2[F:15])([CH3:8])[C@@H:16]2[C@@H:17]([CH2:18][O:19][CH2:20]2)[O:21][S:34]1=[O:35]. Given the reactants [CH3:1][O:2][C:3]1[CH:25]=[C:24]([O:26][CH3:27])[CH:23]=[CH:22][C:4]=1[CH2:5][NH:6][C@@:7]([C@H:16]1[CH2:20][O:19][CH2:18][C@H:17]1[OH:21])([C:9]1[CH:14]=[CH:13][CH:12]=[CH:11][C:10]=1[F:15])[CH3:8].N1C=CC=CC=1.[S:34](Cl)(Cl)=[O:35], predict the reaction product. (2) Given the reactants Cl[CH2:2][C:3]([N:5]([CH:12]1[CH2:17][CH2:16][N:15]([C:18]([O:20][C:21]([CH3:24])([CH3:23])[CH3:22])=[O:19])[CH2:14][CH2:13]1)[C:6]1[CH:11]=[CH:10][CH:9]=[CH:8][CH:7]=1)=[O:4].C(=O)([O-])[O-].[K+].[K+].[NH:31]1[CH2:36][CH2:35][CH2:34][CH2:33][CH2:32]1.O, predict the reaction product. The product is: [C:6]1([N:5]([CH:12]2[CH2:17][CH2:16][N:15]([C:18]([O:20][C:21]([CH3:24])([CH3:23])[CH3:22])=[O:19])[CH2:14][CH2:13]2)[C:3](=[O:4])[CH2:2][N:31]2[CH2:36][CH2:35][CH2:34][CH2:33][CH2:32]2)[CH:11]=[CH:10][CH:9]=[CH:8][CH:7]=1. (3) Given the reactants [OH:1][N:2]=[C:3]([C:22]1[CH:27]=[N:26][CH:25]=[CH:24][N:23]=1)[C:4]([C:6]1[CH:11]=[CH:10][C:9]([N:12]2[C:16]3=[N:17][CH:18]=[CH:19][CH:20]=[C:15]3[CH:14]=[CH:13]2)=[C:8]([CH3:21])[CH:7]=1)=O.[S:28]1[CH:32]=[CH:31][CH:30]=[C:29]1[CH:33]=O.C([O-])(=O)C.[NH4+:39].[NH4+].[OH-], predict the reaction product. The product is: [OH:1][N:2]1[C:3]([C:22]2[CH:27]=[N:26][CH:25]=[CH:24][N:23]=2)=[C:4]([C:6]2[CH:11]=[CH:10][C:9]([N:12]3[C:16]4=[N:17][CH:18]=[CH:19][CH:20]=[C:15]4[CH:14]=[CH:13]3)=[C:8]([CH3:21])[CH:7]=2)[N:39]=[C:33]1[C:29]1[S:28][CH:32]=[CH:31][CH:30]=1. (4) Given the reactants [CH3:1][O:2][C:3]1[CH:4]=[N:5][C:6]2[C:11]([CH:12]=1)=[CH:10][C:9]([C:13](OC)=O)=[CH:8][CH:7]=2.IC1C=[C:20]2[C:25](=CC=1)[N:24]=C[C:22]([O:28]C)=[CH:21]2.[C:53]1(P([C:53]2[CH:58]=[CH:57][CH:56]=[CH:55][CH:54]=2)CCCP([C:53]2[CH:58]=[CH:57][CH:56]=[CH:55][CH:54]=2)[C:53]2[CH:58]=[CH:57][CH:56]=[CH:55][CH:54]=2)[CH:58]=[CH:57][CH:56]=[CH:55][CH:54]=1.C([N:61](CC)CC)C.CO, predict the reaction product. The product is: [CH3:1][O:2][C:3]1[CH:4]=[N:5][C:6]2[C:11]([CH:12]=1)=[CH:10][C:9]([CH2:13][N:61]1[C:22](=[O:28])[CH:21]=[CH:20][C:25]([C:53]3[CH:54]=[CH:55][CH:56]=[CH:57][CH:58]=3)=[N:24]1)=[CH:8][CH:7]=2. (5) Given the reactants C(OC(=O)[CH2:5][NH:6][C:7]([C:9]1[C:14](=[O:15])[N:13]([CH2:16][C:17]2[CH:22]=[CH:21][CH:20]=[CH:19][C:18]=2[CH3:23])[C:12]([OH:24])=[C:11]([C:25](OC)=[O:26])[C:10]=1[OH:29])=[O:8])C.OC1N(C[C:45]2[CH:50]=[CH:49][CH:48]=[CH:47]C=2C)C(=O)C=C(O)C=1C(OC)=O.C(N(C(C)C)CC)(C)C.[N:61]([CH2:64][C:65]([O:67]CC)=[O:66])=C=O, predict the reaction product. The product is: [CH:5]1([NH:6][C:7]([C:9]2[C:10]([OH:29])=[C:11]([C:25]([NH:61][CH2:64][C:65]([OH:67])=[O:66])=[O:26])[C:12](=[O:24])[N:13]([CH2:16][C:17]3[CH:22]=[CH:21][CH:20]=[CH:19][C:18]=3[CH3:23])[C:14]=2[OH:15])=[O:8])[CH2:47][CH2:48][CH2:49][CH2:50][CH2:45]1. (6) The product is: [C:1]([O:5][C:6]([N:8]1[CH2:12][CH2:11][C@@H:10]([CH:13]2[CH2:18][CH2:17][CH2:16][CH2:15][CH2:14]2)[C@H:9]1[C:19]([OH:21])=[O:20])=[O:7])([CH3:4])([CH3:2])[CH3:3]. Given the reactants [C:1]([O:5][C:6]([N:8]1[CH2:12][CH2:11][C@@H:10]([C:13]2[CH:18]=[CH:17][CH:16]=[CH:15][CH:14]=2)[C@H:9]1[C:19]([OH:21])=[O:20])=[O:7])([CH3:4])([CH3:3])[CH3:2], predict the reaction product. (7) Given the reactants [N+:1]([C:4]1[CH:5]=[N:6][C:7]2[C:12]([C:13]=1[NH:14][NH:15][C:16]([O:18][C:19]([CH3:22])([CH3:21])[CH3:20])=[O:17])=[N:11][CH:10]=[CH:9][CH:8]=2)([O-])=O, predict the reaction product. The product is: [NH2:1][C:4]1[CH:5]=[N:6][C:7]2[C:12]([C:13]=1[NH:14][NH:15][C:16]([O:18][C:19]([CH3:22])([CH3:21])[CH3:20])=[O:17])=[N:11][CH:10]=[CH:9][CH:8]=2. (8) Given the reactants [CH2:1]([N:3]([CH2:6][CH3:7])[CH2:4][CH3:5])[CH3:2].[Br:8][C:9]1[CH:10]=[C:11]([CH2:17][C:18]#[N:19])[CH:12]=[CH:13]C=1CO.CS(Cl)(=O)=O.N1CCCC1, predict the reaction product. The product is: [Br:8][C:9]1[CH:10]=[C:11]([CH2:17][C:18]#[N:19])[CH:12]=[CH:13][C:2]=1[CH2:1][N:3]1[CH2:6][CH2:7][CH2:5][CH2:4]1. (9) Given the reactants [CH2:1]([O:3][C:4]1[C:8]([CH2:9][CH2:10][CH2:11][OH:12])=[CH:7][N:6]([C:13]2[CH:18]=[CH:17][C:16]([C:19]([F:22])([F:21])[F:20])=[CH:15][N:14]=2)[N:5]=1)[CH3:2].O[C:24]1[CH:25]=[C:26]([C:30]([CH3:36])([CH3:35])[C:31]([O:33]C)=[O:32])[CH:27]=[CH:28][CH:29]=1.C(P(CCCC)CCCC)CCC.N(C(N1CCCCC1)=O)=NC(N1CCCCC1)=O, predict the reaction product. The product is: [CH2:1]([O:3][C:4]1[C:8]([CH2:9][CH2:10][CH2:11][O:12][C:28]2[CH:27]=[C:26]([C:30]([CH3:36])([CH3:35])[C:31]([OH:33])=[O:32])[CH:25]=[CH:24][CH:29]=2)=[CH:7][N:6]([C:13]2[CH:18]=[CH:17][C:16]([C:19]([F:21])([F:20])[F:22])=[CH:15][N:14]=2)[N:5]=1)[CH3:2]. (10) Given the reactants [CH3:1][O:2][C:3](=[O:21])[C:4]([N:6]([C:14]([O:16][C:17]([CH3:20])([CH3:19])[CH3:18])=[O:15])[C:7]([O:9][C:10]([CH3:13])([CH3:12])[CH3:11])=[O:8])=[CH2:5].[NH:22]1[CH2:27][CH2:26][CH:25]([OH:28])[CH2:24][CH2:23]1, predict the reaction product. The product is: [CH3:1][O:2][C:3](=[O:21])[CH:4]([N:6]([C:14]([O:16][C:17]([CH3:20])([CH3:19])[CH3:18])=[O:15])[C:7]([O:9][C:10]([CH3:13])([CH3:12])[CH3:11])=[O:8])[CH2:5][N:22]1[CH2:27][CH2:26][CH:25]([OH:28])[CH2:24][CH2:23]1.